The task is: Predict which catalyst facilitates the given reaction.. This data is from Catalyst prediction with 721,799 reactions and 888 catalyst types from USPTO. (1) Reactant: [CH3:1][C:2]1[S:6][C:5]2[CH2:7][C:8]3[CH:9]=[CH:10][CH:11]=[CH:12][C:13]=3[C:4]=2[CH:3]=1.[Li]CCCC.[CH3:19][Si:20]([CH3:23])(Cl)[Cl:21]. Product: [Cl:21][Si:20]([CH3:23])([CH3:19])[CH:7]1[C:5]2[S:6][C:2]([CH3:1])=[CH:3][C:4]=2[C:13]2[CH:12]=[CH:11][CH:10]=[CH:9][C:8]1=2. The catalyst class is: 788. (2) Reactant: [OH-].[Na+].[CH3:3][O:4][CH2:5][CH2:6][NH:7][C:8]1[C:17](=[O:18])[C:16]2[C:11](=[CH:12][CH:13]=[CH:14][CH:15]=2)[C:10](=[O:19])[C:9]=1[NH:20][C:21](=O)[CH3:22].O. Product: [CH3:3][O:4][CH2:5][CH2:6][N:7]1[C:8]2[C:17](=[O:18])[C:16]3[C:11]([C:10](=[O:19])[C:9]=2[N:20]=[C:21]1[CH3:22])=[CH:12][CH:13]=[CH:14][CH:15]=3. The catalyst class is: 8. (3) Reactant: [CH3:1][O:2][C:3](=[O:25])[CH2:4][CH2:5][C:6]1[CH:11]=[CH:10][C:9]([CH2:12][O:13][C:14]2[CH:19]=[C:18]([F:20])[CH:17]=[CH:16][C:15]=2[F:21])=[CH:8][C:7]=1[C:22]([OH:24])=O.[CH:26]1[C:35]2[C:30](=[CH:31][CH:32]=[CH:33][CH:34]=2)[CH:29]=[CH:28][C:27]=1[C@H:36]([NH2:38])[CH3:37].C(N=C=NCCCN(C)C)C.ON1C2C=CC=CC=2N=N1. Product: [CH3:1][O:2][C:3](=[O:25])[CH2:4][CH2:5][C:6]1[CH:11]=[CH:10][C:9]([CH2:12][O:13][C:14]2[CH:19]=[C:18]([F:20])[CH:17]=[CH:16][C:15]=2[F:21])=[CH:8][C:7]=1[C:22]([NH:38][C@@H:36]([C:27]1[CH:28]=[CH:29][C:30]2[C:35](=[CH:34][CH:33]=[CH:32][CH:31]=2)[CH:26]=1)[CH3:37])=[O:24]. The catalyst class is: 39. (4) Product: [C:14]([O:13][C:11]([NH:10][C:9]([N:18]1[CH2:27][CH2:26][C:25]2[C:20](=[CH:21][C:22]([O:28][CH2:29][CH:30]3[CH2:31][CH2:32][N:33]([CH2:36][CH:37]([OH:38])[C:39]4[CH:40]=[CH:41][CH:42]=[CH:43][CH:44]=4)[CH2:34][CH2:35]3)=[CH:23][CH:24]=2)[CH2:19]1)=[N:8][C:6]([O:5][C:1]([CH3:3])([CH3:4])[CH3:2])=[O:7])=[O:12])([CH3:15])([CH3:16])[CH3:17]. The catalyst class is: 83. Reactant: [C:1]([O:5][C:6]([NH:8][C:9]([N:18]1[CH2:27][CH2:26][C:25]2[C:20](=[CH:21][C:22]([O:28][CH2:29][CH:30]3[CH2:35][CH2:34][N:33]([CH2:36][C:37]([C:39]4[CH:44]=[CH:43][CH:42]=[CH:41][CH:40]=4)=[O:38])[CH2:32][CH2:31]3)=[CH:23][CH:24]=2)[CH2:19]1)=[N:10][C:11]([O:13][C:14]([CH3:17])([CH3:16])[CH3:15])=[O:12])=[O:7])([CH3:4])([CH3:3])[CH3:2].[BH4-].[Na+].O. (5) Reactant: [OH:1][CH2:2][N:3]1[CH:6]([C:7]#[C:8][Si:9]([CH3:12])([CH3:11])[CH3:10])[CH2:5][C:4]1=[O:13].C(OC=C)(=O)C. Product: [OH:1][CH2:2][N:3]1[C@@H:6]([C:7]#[C:8][Si:9]([CH3:12])([CH3:11])[CH3:10])[CH2:5][C:4]1=[O:13]. The catalyst class is: 4. (6) Product: [CH3:4][C:2]([Si:5]([CH3:22])([CH3:21])[O:6][C@@H:7]1[CH2:11][N:10]([C:12]([O:14][C:15]([CH3:16])([CH3:18])[CH3:17])=[O:13])[C@@H:9]([CH2:19][O:20][S:31]([CH3:30])(=[O:33])=[O:32])[CH2:8]1)([CH3:1])[CH3:3]. Reactant: [CH3:1][C:2]([Si:5]([CH3:22])([CH3:21])[O:6][C@@H:7]1[CH2:11][N:10]([C:12]([O:14][C:15]([CH3:18])([CH3:17])[CH3:16])=[O:13])[C@@H:9]([CH2:19][OH:20])[CH2:8]1)([CH3:4])[CH3:3].C(N(CC)CC)C.[CH3:30][S:31](Cl)(=[O:33])=[O:32]. The catalyst class is: 2. (7) Reactant: [CH3:1][O:2][C:3](=[O:13])[CH2:4][C:5]1[C:6]([Cl:12])=[N:7][CH:8]=[N:9][C:10]=1[Cl:11].[CH3:14]I. Product: [CH3:1][O:2][C:3](=[O:13])[CH:4]([C:5]1[C:6]([Cl:12])=[N:7][CH:8]=[N:9][C:10]=1[Cl:11])[CH3:14]. The catalyst class is: 1.